The task is: Predict the product of the given reaction.. This data is from Forward reaction prediction with 1.9M reactions from USPTO patents (1976-2016). (1) Given the reactants [NH2:1][C:2]1[CH:3]=[N:4][CH:5]=[CH:6][CH:7]=1.C(N(CC)CC)C.[C:15](Cl)(=[O:20])[C:16]([CH3:19])([CH3:18])[CH3:17], predict the reaction product. The product is: [CH3:17][C:16]([CH3:19])([CH3:18])[C:15]([NH:1][C:2]1[CH:3]=[N:4][CH:5]=[CH:6][CH:7]=1)=[O:20]. (2) Given the reactants [Cl:1][C:2]1[CH:28]=[CH:27][C:5]([CH2:6][CH2:7][O:8][C:9]2[N:10]=[N:11][C:12]([C:18]3[CH:23]=[C:22]([Cl:24])[C:21]([OH:25])=[C:20]([Cl:26])[CH:19]=3)=[CH:13][C:14]=2[C:15](O)=[O:16])=[CH:4][CH:3]=1.Cl.CN(C)CCCN=C=NCC.OC1C=CC=C[N+]=1[O-].C(N(CC)C(C)C)(C)C.Cl.[NH2:59][CH2:60][C:61]1[CH:66]=[CH:65][C:64]([NH:67][S:68]([CH3:71])(=[O:70])=[O:69])=[CH:63][CH:62]=1, predict the reaction product. The product is: [Cl:1][C:2]1[CH:28]=[CH:27][C:5]([CH2:6][CH2:7][O:8][C:9]2[N:10]=[N:11][C:12]([C:18]3[CH:23]=[C:22]([Cl:24])[C:21]([OH:25])=[C:20]([Cl:26])[CH:19]=3)=[CH:13][C:14]=2[C:15]([NH:59][CH2:60][C:61]2[CH:62]=[CH:63][C:64]([NH:67][S:68]([CH3:71])(=[O:70])=[O:69])=[CH:65][CH:66]=2)=[O:16])=[CH:4][CH:3]=1. (3) The product is: [CH3:49][O:48][CH2:47][CH2:46][CH2:45][N:41]1[C:40]2[CH:50]=[C:36]([CH2:35][O:34][CH:19]3[CH:18]([C:15]4[CH:14]=[CH:13][C:12]([CH:11]([O:10][C:5]5[CH:6]=[CH:7][CH:8]=[C:9]6[C:4]=5[CH:3]=[CH:2][NH:1]6)[CH3:55])=[CH:17][CH:16]=4)[CH2:23][CH2:22][N:21]([C:24]([O:26][CH2:27][C:28]4[CH:33]=[CH:32][CH:31]=[CH:30][CH:29]=4)=[O:25])[CH2:20]3)[CH:37]=[CH:38][C:39]=2[O:44][CH2:43][CH2:42]1. Given the reactants [NH:1]1[C:9]2[C:4](=[C:5]([O:10][CH2:11][C:12]3[CH:17]=[CH:16][C:15]([CH:18]4[CH2:23][CH2:22][N:21]([C:24]([O:26][CH2:27][C:28]5[CH:33]=[CH:32][CH:31]=[CH:30][CH:29]=5)=[O:25])[CH2:20][CH:19]4[O:34][CH2:35][C:36]4[CH:37]=[CH:38][C:39]5[O:44][CH2:43][CH2:42][N:41]([CH2:45][CH2:46][CH2:47][O:48][CH3:49])[C:40]=5[CH:50]=4)=[CH:14][CH:13]=3)[CH:6]=[CH:7][CH:8]=2)[CH:3]=[CH:2]1.CI.[H-].[Na+].[C:55](=O)([O-])O.[Na+], predict the reaction product. (4) Given the reactants COC[N:4]1[C:8]2=[N:9][C:10]([N:13]([CH3:21])[CH2:14][CH:15]3[CH2:20][CH2:19][O:18][CH2:17][CH2:16]3)=[CH:11][CH:12]=[C:7]2[N:6]=[C:5]1[C:22]1[S:23][C:24]2[C:30]([N:31]3[CH2:36][CH2:35][O:34][CH2:33][CH2:32]3)=[CH:29][CH:28]=[C:27]([O:37][CH3:38])[C:25]=2[N:26]=1.Cl, predict the reaction product. The product is: [CH3:38][O:37][C:27]1[C:25]2[N:26]=[C:22]([C:5]3[NH:4][C:8]4=[N:9][C:10]([N:13]([CH3:21])[CH2:14][CH:15]5[CH2:20][CH2:19][O:18][CH2:17][CH2:16]5)=[CH:11][CH:12]=[C:7]4[N:6]=3)[S:23][C:24]=2[C:30]([N:31]2[CH2:36][CH2:35][O:34][CH2:33][CH2:32]2)=[CH:29][CH:28]=1. (5) Given the reactants [BH4-].[Na+].[CH2:3]([N:5]1[C:9]([CH:10]=[O:11])=[CH:8][CH:7]=[N:6]1)[CH3:4], predict the reaction product. The product is: [CH2:3]([N:5]1[C:9]([CH2:10][OH:11])=[CH:8][CH:7]=[N:6]1)[CH3:4]. (6) Given the reactants [F:1][C:2]1[CH:7]=[CH:6][CH:5]=[C:4]([F:8])[C:3]=1[N:9]1[C:14]2[N:15]=[C:16](S(C)(=O)=O)[N:17]=[C:18]([C:19]3[CH:20]=[C:21]([CH:26]=[CH:27][C:28]=3[CH3:29])[C:22]([NH:24][CH3:25])=[O:23])[C:13]=2[CH2:12][NH:11][C:10]1=[O:34].[CH3:35][N:36]1[CH2:41][CH2:40][CH:39]([NH2:42])[CH2:38][CH2:37]1, predict the reaction product. The product is: [NH4+:9].[OH-:23].[F:1][C:2]1[CH:7]=[CH:6][CH:5]=[C:4]([F:8])[C:3]=1[N:9]1[C:14]2[N:15]=[C:16]([NH:42][CH:39]3[CH2:40][CH2:41][N:36]([CH3:35])[CH2:37][CH2:38]3)[N:17]=[C:18]([C:19]3[CH:20]=[C:21]([CH:26]=[CH:27][C:28]=3[CH3:29])[C:22]([NH:24][CH3:25])=[O:23])[C:13]=2[CH2:12][NH:11][C:10]1=[O:34]. (7) Given the reactants C([O:8][C:9]([C@H:11]1[CH2:16][CH2:15][C@@H:14]([C:17]([N:19]2[CH2:25][CH2:24][CH2:23][N:22]([C:26]3[CH:31]=[CH:30][C:29]([NH:32][C:33]([C:35]4[N:36]=[C:37]([C:44]5[CH:49]=[CH:48][CH:47]=[CH:46][CH:45]=5)[O:38][C:39]=4[C:40]([F:43])([F:42])[F:41])=[O:34])=[CH:28][CH:27]=3)[CH2:21][CH2:20]2)=[O:18])[CH2:13][CH2:12]1)=[O:10])C1C=CC=CC=1, predict the reaction product. The product is: [C:44]1([C:37]2[O:38][C:39]([C:40]([F:41])([F:42])[F:43])=[C:35]([C:33]([NH:32][C:29]3[CH:30]=[CH:31][C:26]([N:22]4[CH2:23][CH2:24][CH2:25][N:19]([C:17]([CH:14]5[CH2:13][CH2:12][CH:11]([C:9]([OH:10])=[O:8])[CH2:16][CH2:15]5)=[O:18])[CH2:20][CH2:21]4)=[CH:27][CH:28]=3)=[O:34])[N:36]=2)[CH:49]=[CH:48][CH:47]=[CH:46][CH:45]=1. (8) Given the reactants C(O)CCC.[CH2:6]([N:8]([CH2:18][CH3:19])[C:9]1[CH:10]=[C:11]([OH:17])[C:12](=[CH:15][CH:16]=1)[CH:13]=O)[CH3:7].[N+:20]([CH2:23][C:24](OCC)=[O:25])([O-:22])=[O:21].N1CCCCC1, predict the reaction product. The product is: [N+:20]([C:23]1[C:24](=[O:25])[O:17][C:11]2[C:12]([CH:13]=1)=[CH:15][CH:16]=[C:9]([N:8]([CH2:18][CH3:19])[CH2:6][CH3:7])[CH:10]=2)([O-:22])=[O:21].